Dataset: Peptide-MHC class II binding affinity with 134,281 pairs from IEDB. Task: Regression. Given a peptide amino acid sequence and an MHC pseudo amino acid sequence, predict their binding affinity value. This is MHC class II binding data. The peptide sequence is KKGAGGITIKKTGQA. The MHC is HLA-DQA10104-DQB10503 with pseudo-sequence HLA-DQA10104-DQB10503. The binding affinity (normalized) is 0.0646.